This data is from Forward reaction prediction with 1.9M reactions from USPTO patents (1976-2016). The task is: Predict the product of the given reaction. (1) Given the reactants [NH2:1][C:2]1[N:6]([C:7]2[CH:12]=[CH:11][CH:10]=[C:9]([N+:13]([O-:15])=[O:14])[CH:8]=2)[N:5]=[CH:4][C:3]=1C#N.P(=O)(O)(O)O.[OH-].[NH4+], predict the reaction product. The product is: [NH2:1][C:2]1[N:6]([C:7]2[CH:12]=[CH:11][CH:10]=[C:9]([N+:13]([O-:15])=[O:14])[CH:8]=2)[N:5]=[CH:4][CH:3]=1. (2) Given the reactants [CH3:1][O:2][C:3]1[C:11]([N+:12]([O-:14])=[O:13])=[CH:10][C:6]([C:7]([OH:9])=[O:8])=[C:5]([CH3:15])[CH:4]=1.S(Cl)(Cl)=O.[CH3:20]O, predict the reaction product. The product is: [CH3:1][O:2][C:3]1[C:11]([N+:12]([O-:14])=[O:13])=[CH:10][C:6]([C:7]([O:9][CH3:20])=[O:8])=[C:5]([CH3:15])[CH:4]=1.